This data is from Forward reaction prediction with 1.9M reactions from USPTO patents (1976-2016). The task is: Predict the product of the given reaction. Given the reactants [CH3:1][S:2]([N:5]1[CH2:10][CH2:9][CH:8]([NH:11][C:12]([C:14]2[C:18]([NH2:19])=[CH:17][NH:16][N:15]=2)=[O:13])[CH2:7][CH2:6]1)(=[O:4])=[O:3].C(N(CC)CC)C.[Cl:27][C:28]1[CH:36]=[CH:35][CH:34]=[C:33]([Cl:37])[C:29]=1[C:30](Cl)=[O:31].O, predict the reaction product. The product is: [CH3:1][S:2]([N:5]1[CH2:10][CH2:9][CH:8]([NH:11][C:12]([C:14]2[C:18]([NH:19][C:30](=[O:31])[C:29]3[C:28]([Cl:27])=[CH:36][CH:35]=[CH:34][C:33]=3[Cl:37])=[CH:17][NH:16][N:15]=2)=[O:13])[CH2:7][CH2:6]1)(=[O:4])=[O:3].